Task: Regression. Given a peptide amino acid sequence and an MHC pseudo amino acid sequence, predict their binding affinity value. This is MHC class II binding data.. Dataset: Peptide-MHC class II binding affinity with 134,281 pairs from IEDB (1) The peptide sequence is IPIQLLPNTLVFQAK. The MHC is DRB1_0401 with pseudo-sequence DRB1_0401. The binding affinity (normalized) is 0.922. (2) The peptide sequence is QLVPKLDEVYNAAYN. The MHC is HLA-DPA10103-DPB10301 with pseudo-sequence HLA-DPA10103-DPB10301. The binding affinity (normalized) is 0. (3) The peptide sequence is YTDYLTVMDRYSVDA. The MHC is DRB1_0404 with pseudo-sequence DRB1_0404. The binding affinity (normalized) is 0.315. (4) The peptide sequence is EKKYFAATQFEPPAA. The MHC is HLA-DQA10501-DQB10201 with pseudo-sequence HLA-DQA10501-DQB10201. The binding affinity (normalized) is 0.398. (5) The MHC is DRB1_1501 with pseudo-sequence DRB1_1501. The peptide sequence is FNFRFMSKGGMRNVF. The binding affinity (normalized) is 0.565. (6) The peptide sequence is ADEEQQQALSSQMGF. The MHC is DRB1_0401 with pseudo-sequence DRB1_0401. The binding affinity (normalized) is 0.0891. (7) The peptide sequence is ITYVATATLPNYCRA. The MHC is DRB1_0301 with pseudo-sequence DRB1_0301. The binding affinity (normalized) is 0.203. (8) The peptide sequence is YVQIVRQIRSGERFL. The MHC is HLA-DPA10201-DPB10501 with pseudo-sequence HLA-DPA10201-DPB10501. The binding affinity (normalized) is 0.793. (9) The peptide sequence is MGGLWKYLNAVSLCIHHHHHH. The MHC is DRB3_0101 with pseudo-sequence DRB3_0101. The binding affinity (normalized) is 0.471.